From a dataset of Full USPTO retrosynthesis dataset with 1.9M reactions from patents (1976-2016). Predict the reactants needed to synthesize the given product. (1) Given the product [NH:1]1[C:9]2[C:4](=[CH:5][C:6]([NH:10][C:11]3[C:20]4[C:15](=[CH:16][CH:17]=[CH:18][CH:19]=4)[N:14]=[C:13]([C:21]4[CH:22]=[C:23]([CH:29]=[CH:30][CH:31]=4)[O:24][CH2:25][C:26]([NH:77][CH2:76][C:75]([F:79])([F:78])[F:74])=[O:27])[N:12]=3)=[CH:7][CH:8]=2)[CH:3]=[N:2]1, predict the reactants needed to synthesize it. The reactants are: [NH:1]1[C:9]2[C:4](=[CH:5][C:6]([NH:10][C:11]3[C:20]4[C:15](=[CH:16][CH:17]=[CH:18][CH:19]=4)[N:14]=[C:13]([C:21]4[CH:22]=[C:23]([CH:29]=[CH:30][CH:31]=4)[O:24][CH2:25][C:26](O)=[O:27])[N:12]=3)=[CH:7][CH:8]=2)[CH:3]=[N:2]1.C1CN([P+](ON2N=NC3C=CC=CC2=3)(N2CCCC2)N2CCCC2)CC1.F[P-](F)(F)(F)(F)F.CCN(C(C)C)C(C)C.[F:74][C:75]([F:79])([F:78])[CH2:76][NH2:77]. (2) Given the product [CH3:23][O:22][C:18]1[CH:17]=[CH:16][C:15](/[CH:14]=[CH:13]\[C:42]2[CH:43]=[C:44]([O:48][CH3:49])[C:45]([O:46][CH3:47])=[C:40]([O:39][CH3:38])[CH:41]=2)=[CH:20][C:19]=1[OH:21], predict the reactants needed to synthesize it. The reactants are: BrC=CBr.C1(O)C=CC=CC=1.Br[C:13](Br)=[CH:14][C:15]1[CH:16]=[CH:17][C:18]([O:22][CH3:23])=[C:19]([OH:21])[CH:20]=1.C([SnH](CCCC)CCCC)CCC.[CH3:38][O:39][C:40]1[CH:41]=[C:42](B(O)O)[CH:43]=[C:44]([O:48][CH3:49])[C:45]=1[O:46][CH3:47].C(=O)([O-])[O-].[Na+].[Na+].